Dataset: Reaction yield outcomes from USPTO patents with 853,638 reactions. Task: Predict the reaction yield, written as a fraction of the theoretical maximum amount of product (1.0 means a 100% yield; for example, 0.34 means a 34% yield). The reactants are C(OC([N:8]([CH2:25][C:26]1([C:30]2[C:35]([F:36])=[CH:34][CH:33]=[CH:32][N:31]=2)[CH2:29][CH2:28][CH2:27]1)[C:9]1[N:14]=[N:13][C:12]([C:15]2[NH:19][N:18]=[C:17]([C:20]([O:22]CC)=O)[CH:16]=2)=[CH:11][CH:10]=1)=O)(C)(C)C.[NH3:37]. The catalyst is CO. The product is [F:36][C:35]1[C:30]([C:26]2([CH2:25][NH:8][C:9]3[N:14]=[N:13][C:12]([C:15]4[NH:19][N:18]=[C:17]([C:20]([NH2:37])=[O:22])[CH:16]=4)=[CH:11][CH:10]=3)[CH2:29][CH2:28][CH2:27]2)=[N:31][CH:32]=[CH:33][CH:34]=1. The yield is 0.120.